This data is from Reaction yield outcomes from USPTO patents with 853,638 reactions. The task is: Predict the reaction yield, written as a fraction of the theoretical maximum amount of product (1.0 means a 100% yield; for example, 0.34 means a 34% yield). (1) The reactants are Br[CH2:2][C:3](=O)[CH2:4][C:5]1[CH:10]=[CH:9][C:8]([N+:11]([O-:13])=[O:12])=[CH:7][CH:6]=1.[C:15](=[S:19])([NH2:18])[CH2:16][CH3:17].C(=O)([O-])O.[Na+]. The catalyst is C(O)C. The product is [CH2:16]([C:15]1[S:19][CH:2]=[C:3]([CH2:4][C:5]2[CH:10]=[CH:9][C:8]([N+:11]([O-:13])=[O:12])=[CH:7][CH:6]=2)[N:18]=1)[CH3:17]. The yield is 0.960. (2) The reactants are [CH3:1][O:2][C:3]1[CH:4]=[C:5]2[C:10](=[CH:11][C:12]=1[O:13][CH3:14])[C:9]([CH2:15][CH2:16][CH3:17])=[N:8][C:7]([OH:18])=[CH:6]2.[Li+].[OH-].[ClH:21].[Cl:22][CH2:23][C:24]1[C:25]([NH:37][CH3:38])=[N:26][C:27]2[CH:28]=[C:29]3[O:36][CH2:35][O:34][C:30]3=[CH:31][C:32]=2[CH:33]=1. The catalyst is C1(C)C=CC=CC=1.C(Cl)Cl. The product is [ClH:22].[ClH:21].[CH3:1][O:2][C:3]1[CH:4]=[C:5]2[C:10](=[CH:11][C:12]=1[O:13][CH3:14])[C:9]([CH2:15][CH2:16][CH3:17])=[N:8][C:7]([OH:18])=[C:6]2[CH2:23][C:24]1[C:25]([NH:37][CH3:38])=[N:26][C:27]2[CH:28]=[C:29]3[O:36][CH2:35][O:34][C:30]3=[CH:31][C:32]=2[CH:33]=1. The yield is 0.0900. (3) The reactants are [CH3:1][O:2][C:3]1[C:4]2[C:5]3[CH:16]=[CH:15][S:14][C:6]=3[NH:7][C:8](=[O:13])[C:9]=2[CH:10]=[CH:11][CH:12]=1.[Cl-:17].[CH3:18][N+:19](=[CH2:21])[CH3:20]. The catalyst is CN(C=O)C.CC#N. The product is [ClH:17].[CH3:18][N:19]([CH2:21][C:15]1[S:14][C:6]2[NH:7][C:8](=[O:13])[C:9]3[CH:10]=[CH:11][CH:12]=[C:3]([O:2][CH3:1])[C:4]=3[C:5]=2[CH:16]=1)[CH3:20]. The yield is 0.830. (4) The reactants are [NH:1]1[C:9]2[C:4](=[CH:5][CH:6]=[CH:7][CH:8]=2)[CH:3]=[C:2]1[C:10]([OH:12])=O.C([Cl:16])(=O)C.P(Cl)(Cl)(Cl)(Cl)Cl. The catalyst is CCOCC. The product is [NH:1]1[C:9]2[C:4](=[CH:5][CH:6]=[CH:7][CH:8]=2)[CH:3]=[C:2]1[C:10]([Cl:16])=[O:12]. The yield is 0.730.